The task is: Predict the reaction yield, written as a fraction of the theoretical maximum amount of product (1.0 means a 100% yield; for example, 0.34 means a 34% yield).. This data is from Reaction yield outcomes from USPTO patents with 853,638 reactions. (1) The product is [CH2:7]([O:9][C:10]([C:11]1[CH:16]=[CH:15][C:14]2[O:17][CH2:21][CH2:22][O:18][C:13]=2[CH:12]=1)=[O:19])[CH3:8]. The catalyst is CN(C=O)C. The reactants are C([O-])([O-])=O.[Cs+].[Cs+].[CH2:7]([O:9][C:10](=[O:19])[C:11]1[CH:16]=[CH:15][C:14]([OH:17])=[C:13]([OH:18])[CH:12]=1)[CH3:8].Br[CH2:21][CH2:22]Br. The yield is 0.290. (2) The yield is 0.600. The catalyst is CN(C1C=CN=CC=1)C.ClCCl. The reactants are [F:1][C:2]1[CH:34]=[CH:33][C:5]([CH2:6][CH2:7][C:8]2[CH:16]=[CH:15][C:14]([CH:17]([O:25][CH2:26][CH2:27][N:28]3[CH:32]=[CH:31][N:30]=[CH:29]3)[C:18]3[CH:23]=[CH:22][C:21]([F:24])=[CH:20][CH:19]=3)=[CH:13][C:9]=2[C:10](O)=[O:11])=[CH:4][CH:3]=1.C(Cl)CCl.ON1C2N=CC=CC=2N=N1.[NH2:49][C@@H:50]([CH2:64][CH2:65][S:66][CH3:67])[C:51]([O:53][C:54]([CH2:57][N:58]1[CH2:63][CH2:62][O:61][CH2:60][CH2:59]1)([CH3:56])[CH3:55])=[O:52]. The product is [F:1][C:2]1[CH:3]=[CH:4][C:5]([CH2:6][CH2:7][C:8]2[CH:16]=[CH:15][C:14]([CH:17]([O:25][CH2:26][CH2:27][N:28]3[CH:32]=[CH:31][N:30]=[CH:29]3)[C:18]3[CH:23]=[CH:22][C:21]([F:24])=[CH:20][CH:19]=3)=[CH:13][C:9]=2[C:10]([NH:49][C@@H:50]([CH2:64][CH2:65][S:66][CH3:67])[C:51]([O:53][C:54]([CH2:57][N:58]2[CH2:59][CH2:60][O:61][CH2:62][CH2:63]2)([CH3:56])[CH3:55])=[O:52])=[O:11])=[CH:33][CH:34]=1. (3) The reactants are [CH3:1][S:2](Cl)(=[O:4])=[O:3].[CH3:6][C:7]1[CH:16]=[CH:15][C:14]2[C:9](=[CH:10][CH:11]=[CH:12][C:13]=2[N:17]2[CH2:22][CH2:21][N:20]([CH2:23][CH2:24][C:25]3[CH:26]=[C:27]([CH:29]=[CH:30][CH:31]=3)[NH2:28])[CH2:19][CH2:18]2)[N:8]=1. The catalyst is N1C=CC=CC=1. The product is [CH3:6][C:7]1[CH:16]=[CH:15][C:14]2[C:9](=[CH:10][CH:11]=[CH:12][C:13]=2[N:17]2[CH2:18][CH2:19][N:20]([CH2:23][CH2:24][C:25]3[CH:26]=[C:27]([NH:28][S:2]([CH3:1])(=[O:4])=[O:3])[CH:29]=[CH:30][CH:31]=3)[CH2:21][CH2:22]2)[N:8]=1. The yield is 0.440. (4) The reactants are [Br:1][C:2]1[C:10]([C:11](O)=[O:12])=[CH:9][C:8]([Br:14])=[C:7]2[C:3]=1[CH2:4][CH2:5][CH2:6]2.CCN=C=NCCCN(C)C.C1C=CC2N(O)N=NC=2C=1.CN1CCOCC1.Cl.[CH3:44][NH:45][O:46][CH3:47]. The catalyst is C(Cl)Cl. The product is [Br:1][C:2]1[C:10]([C:11]([N:45]([O:46][CH3:47])[CH3:44])=[O:12])=[CH:9][C:8]([Br:14])=[C:7]2[C:3]=1[CH2:4][CH2:5][CH2:6]2. The yield is 0.0700. (5) The reactants are C(O[C:5](=[O:7])[CH3:6])(=O)C.[CH3:8][N:9]1[C:13](N)=[CH:12][C:11]([CH3:15])=[N:10]1.P(Cl)(Cl)([Cl:18])=O.C[N:22]([CH:24]=O)[CH3:23]. No catalyst specified. The product is [Cl:18][C:24]1[N:22]=[C:23]2[N:9]([CH3:8])[N:10]=[C:11]([CH3:15])[C:12]2=[CH:13][C:6]=1[CH:5]=[O:7]. The yield is 0.440.